Dataset: Forward reaction prediction with 1.9M reactions from USPTO patents (1976-2016). Task: Predict the product of the given reaction. Given the reactants [OH:1][CH2:2][CH:3]([CH2:6][OH:7])[CH2:4][OH:5].CO[C:10](OC)([CH3:12])[CH3:11].C(N(CC)CC)C, predict the reaction product. The product is: [CH3:11][C:10]1([CH3:12])[O:5][CH2:4][CH:3]([CH2:6][OH:7])[CH2:2][O:1]1.